Dataset: Forward reaction prediction with 1.9M reactions from USPTO patents (1976-2016). Task: Predict the product of the given reaction. Given the reactants [S:1]1[C:5]2[CH:6]=[C:7]([N:10]3[CH2:14][CH2:13][NH:12][C:11]3=[O:15])[CH:8]=[CH:9][C:4]=2[N:3]=[CH:2]1.Cl[C:17]1[N:22]2[CH:23]=[CH:24][N:25]=[C:21]2[CH:20]=[N:19][CH:18]=1.CN[C@@H]1CCCC[C@H]1NC.P([O-])([O-])([O-])=O.[K+].[K+].[K+], predict the reaction product. The product is: [S:1]1[C:5]2[CH:6]=[C:7]([N:10]3[CH2:14][CH2:13][N:12]([C:17]4[N:22]5[CH:23]=[CH:24][N:25]=[C:21]5[CH:20]=[N:19][CH:18]=4)[C:11]3=[O:15])[CH:8]=[CH:9][C:4]=2[N:3]=[CH:2]1.